Dataset: Acute oral toxicity (LD50) regression data from Zhu et al.. Task: Regression/Classification. Given a drug SMILES string, predict its toxicity properties. Task type varies by dataset: regression for continuous values (e.g., LD50, hERG inhibition percentage) or binary classification for toxic/non-toxic outcomes (e.g., AMES mutagenicity, cardiotoxicity, hepatotoxicity). Dataset: ld50_zhu. (1) The molecule is CCOP(=S)(OCC)Oc1cc(Cl)c(SC)cc1Cl. The rat oral LD50 is 4.44, given as -log10 of the dose in mol/kg body weight (higher means more acutely toxic). (2) The molecule is CC=C1CC(C)C(C)(O)C(=O)OCC2CCN3CCC(OC1=O)C23. The rat oral LD50 is 2.04, given as -log10 of the dose in mol/kg body weight (higher means more acutely toxic). (3) The compound is O=c1c(O)c(-c2ccc(O)c(O)c2)oc2cc(O)cc(O)c12. The rat oral LD50 is 3.27, given as -log10 of the dose in mol/kg body weight (higher means more acutely toxic). (4) The drug is O=NN1CCCCC1. The rat oral LD50 is 2.76, given as -log10 of the dose in mol/kg body weight (higher means more acutely toxic). (5) The compound is c1ccc(Nc2ccc(Nc3ccccc3)cc2)cc1. The rat oral LD50 is 2.04, given as -log10 of the dose in mol/kg body weight (higher means more acutely toxic). (6) The molecule is CCCCSP(=O)(N(C)C)N(C)C. The rat oral LD50 is 3.03, given as -log10 of the dose in mol/kg body weight (higher means more acutely toxic). (7) The compound is C=CC(=C)CCCC(C)(C)OC(C)=O. The rat oral LD50 is 1.49, given as -log10 of the dose in mol/kg body weight (higher means more acutely toxic). (8) The molecule is CCCCN(C)N=O. The rat oral LD50 is 2.95, given as -log10 of the dose in mol/kg body weight (higher means more acutely toxic). (9) The compound is CCCCCCCCOC(CBr)c1ccc(C2CCCC2)cc1. The rat oral LD50 is 3.18, given as -log10 of the dose in mol/kg body weight (higher means more acutely toxic).